From a dataset of Catalyst prediction with 721,799 reactions and 888 catalyst types from USPTO. Predict which catalyst facilitates the given reaction. (1) Reactant: [NH2:1][C:2]1[N:3]=[C:4]([CH3:33])[C:5]2=[C:6]([CH2:8][C@H:9]([C:18]3[CH:23]=[CH:22][C:21]([F:24])=[CH:20][C:19]=3[C:25]3[CH:30]=[CH:29][CH:28]=[C:27]([O:31][CH3:32])[N:26]=3)[NH:10]/[C:11]/2=[N:12]\[O:13][CH2:14][C:15](O)=[O:16])[N:7]=1.CN(C(ON1N=NC2C=CC=CC1=2)=[N+](C)C)C.F[P-](F)(F)(F)(F)F.CCN(CC)CC.[F:65][C@@H:66]1[CH2:70][CH2:69][NH:68][CH2:67]1. Product: [NH2:1][C:2]1[N:3]=[C:4]([CH3:33])[C:5]2=[C:6]([CH2:8][C@H:9]([C:18]3[CH:23]=[CH:22][C:21]([F:24])=[CH:20][C:19]=3[C:25]3[CH:30]=[CH:29][CH:28]=[C:27]([O:31][CH3:32])[N:26]=3)[NH:10]/[C:11]/2=[N:12]\[O:13][CH2:14][C:15]([N:68]2[CH2:69][CH2:70][C@@H:66]([F:65])[CH2:67]2)=[O:16])[N:7]=1. The catalyst class is: 3. (2) Reactant: [BH4-].[Na+].[F:3][C:4]1[C:5]([N:14]2[C:18]([CH3:19])=[C:17]([C:20]([NH:22][C:23]3[CH:24]=[N:25][C:26]([CH:30]4[CH2:35][CH2:34][C:33](=[O:36])[CH2:32][CH2:31]4)=[C:27]([CH3:29])[CH:28]=3)=[O:21])[CH:16]=[N:15]2)=[N:6][CH:7]=[C:8]([C:10]([F:13])([F:12])[F:11])[CH:9]=1.O. Product: [F:3][C:4]1[C:5]([N:14]2[C:18]([CH3:19])=[C:17]([C:20]([NH:22][C:23]3[CH:24]=[N:25][C:26]([C@H:30]4[CH2:31][CH2:32][C@H:33]([OH:36])[CH2:34][CH2:35]4)=[C:27]([CH3:29])[CH:28]=3)=[O:21])[CH:16]=[N:15]2)=[N:6][CH:7]=[C:8]([C:10]([F:13])([F:12])[F:11])[CH:9]=1. The catalyst class is: 5.